Dataset: Reaction yield outcomes from USPTO patents with 853,638 reactions. Task: Predict the reaction yield, written as a fraction of the theoretical maximum amount of product (1.0 means a 100% yield; for example, 0.34 means a 34% yield). (1) The reactants are [NH2:1][C:2]1[NH:7][C:6](=[O:8])[N:5]([CH3:9])[C:4](=[O:10])[C:3]=1[N:11]=O.S(S([O-])=O)([O-])=O.[Na+].[Na+]. The catalyst is [OH-].[NH4+]. The product is [NH2:11][C:3]1[C:4](=[O:10])[N:5]([CH3:9])[C:6](=[O:8])[NH:7][C:2]=1[NH2:1]. The yield is 0.301. (2) The reactants are [F:1][C:2]1[CH:3]=[C:4]([NH2:18])[CH:5]=[CH:6][C:7]=1[O:8][C:9]1[C:10]2[N:11]([CH:15]=[CH:16][CH:17]=2)[N:12]=[CH:13][CH:14]=1.[CH3:19][N:20]1[C:24]([CH3:25])=[C:23]([C:26](O)=[O:27])[C:22](=[O:29])[N:21]1[C:30]1[CH:35]=[CH:34][CH:33]=[CH:32][CH:31]=1.CN(C(ON1N=NC2C=CC=NC1=2)=[N+](C)C)C.F[P-](F)(F)(F)(F)F.C(N(CC)CC)C. The catalyst is CN(C)C=O. The product is [F:1][C:2]1[CH:3]=[C:4]([NH:18][C:26]([C:23]2[C:22](=[O:29])[N:21]([C:30]3[CH:31]=[CH:32][CH:33]=[CH:34][CH:35]=3)[N:20]([CH3:19])[C:24]=2[CH3:25])=[O:27])[CH:5]=[CH:6][C:7]=1[O:8][C:9]1[C:10]2[N:11]([CH:15]=[CH:16][CH:17]=2)[N:12]=[CH:13][CH:14]=1. The yield is 0.250. (3) The reactants are [Br:1][C:2]1[C:3]([O:11][C:12]2[CH:17]=[CH:16][C:15]([F:18])=[CH:14][C:13]=2[F:19])=[N:4][CH:5]=[C:6]([N+:8]([O-])=O)[CH:7]=1.[Cl-].[NH4+].O.C(O)C. The catalyst is C1COCC1.[Fe]. The product is [Br:1][C:2]1[CH:7]=[C:6]([NH2:8])[CH:5]=[N:4][C:3]=1[O:11][C:12]1[CH:17]=[CH:16][C:15]([F:18])=[CH:14][C:13]=1[F:19]. The yield is 0.460.